Predict the product of the given reaction. From a dataset of Forward reaction prediction with 1.9M reactions from USPTO patents (1976-2016). Given the reactants FC(F)(F)C(O)=O.C(O[C:13](=O)[N:14]([C@@H:16]([C:28](=[O:51])[N:29]([C@H:31]([CH2:44][C:45]1[CH:50]=[CH:49][CH:48]=[CH:47][CH:46]=1)[C:32]([N:34]1[CH2:39][CH2:38][CH:37]([CH2:40][N:41]([CH3:43])[CH3:42])[CH2:36][CH2:35]1)=[O:33])[CH3:30])[CH2:17][C:18]1[CH:27]=[CH:26][C:25]2[C:20](=[CH:21][CH:22]=[CH:23][CH:24]=2)[CH:19]=1)C)(C)(C)C, predict the reaction product. The product is: [CH2:44]([C@@H:31]([N:29]([CH3:30])[C:28](=[O:51])[C@H:16]([NH:14][CH3:13])[CH2:17][C:18]1[CH:27]=[CH:26][C:25]2[C:20](=[CH:21][CH:22]=[CH:23][CH:24]=2)[CH:19]=1)[C:32]([N:34]1[CH2:39][CH2:38][CH:37]([CH2:40][N:41]([CH3:42])[CH3:43])[CH2:36][CH2:35]1)=[O:33])[C:45]1[CH:50]=[CH:49][CH:48]=[CH:47][CH:46]=1.